This data is from Forward reaction prediction with 1.9M reactions from USPTO patents (1976-2016). The task is: Predict the product of the given reaction. (1) Given the reactants [Cl:1][C:2]([F:9])([C:5]([F:8])([F:7])[F:6])[CH2:3]O.[C:10](OC(=O)C)(=[O:12])[CH3:11], predict the reaction product. The product is: [C:5]([C:2]([CH2:3][C:10]([CH3:11])=[O:12])([F:9])[Cl:1])([F:8])([F:7])[F:6]. (2) The product is: [OH:5][C:6]1[CH:7]=[CH:8][C:9]([C:10]([O:12][CH3:13])=[O:11])=[CH:14][C:15]=1[C:24]([CH3:28])([CH:25]=[CH2:20])[CH3:23]. Given the reactants CC(C)=CC[O:5][C:6]1[CH:15]=[CH:14][C:9]([C:10]([O:12][CH3:13])=[O:11])=[CH:8][CH:7]=1.C(N(CC)[C:20]1[CH:25]=[CH:24][CH:23]=CC=1)C.[CH3:28]/C(/O[Si](C)(C)C)=N\[Si](C)(C)C, predict the reaction product. (3) Given the reactants F[C:2]1[CH:9]=[CH:8][CH:7]=[C:6]([C:10]([F:13])([F:12])[F:11])[C:3]=1[C:4]#[N:5].[NH:14]1[CH2:19][CH2:18][NH:17][CH2:16][CH2:15]1, predict the reaction product. The product is: [N:14]1([C:2]2[CH:9]=[CH:8][CH:7]=[C:6]([C:10]([F:13])([F:12])[F:11])[C:3]=2[C:4]#[N:5])[CH2:19][CH2:18][NH:17][CH2:16][CH2:15]1. (4) Given the reactants [NH:1]1[CH2:6][CH2:5][CH:4]([N:7]2[CH2:12][CH2:11][O:10][CH2:9][CH2:8]2)[CH2:3][CH2:2]1.[ClH:13], predict the reaction product. The product is: [ClH:13].[NH:1]1[CH2:6][CH2:5][CH:4]([N:7]2[CH2:12][CH2:11][O:10][CH2:9][CH2:8]2)[CH2:3][CH2:2]1. (5) Given the reactants [C:1]1([S:7]([NH:10][C:11]2[S:15][C:14]3[CH2:16][CH2:17][CH2:18][CH2:19][C:13]=3[C:12]=2[C:20]([O:22][CH2:23]C)=[O:21])(=[O:9])=[O:8])[CH:6]=[CH:5][CH:4]=[CH:3][CH:2]=1.NC1SC2CCCCC=2C=1C(OC)=O.[Cl:39]C1C=CC(S(Cl)(=O)=O)=CC=1, predict the reaction product. The product is: [Cl:39][C:4]1[CH:5]=[CH:6][C:1]([S:7]([NH:10][C:11]2[S:15][C:14]3[CH2:16][CH2:17][CH2:18][CH2:19][C:13]=3[C:12]=2[C:20]([O:22][CH3:23])=[O:21])(=[O:9])=[O:8])=[CH:2][CH:3]=1. (6) Given the reactants N1(CC[NH:8][CH:9]2[C:18]3[N:17]=[CH:16][CH:15]=[CH:14][C:13]=3[CH2:12][CH2:11][CH2:10]2)C=CN=C1.[C:19]([O:23][C:24]([N:26]1[C:30]2[CH:31]=[CH:32][CH:33]=[CH:34][C:29]=2[N:28]=[C:27]1[CH2:35]Cl)=[O:25])([CH3:22])([CH3:21])[CH3:20].[I-].[K+].[CH:39]([N:42]([CH2:46][CH3:47])[CH:43](C)C)(C)[CH3:40].C([O-])(O)=O.[Na+].C(#[N:55])C, predict the reaction product. The product is: [C:19]([O:23][C:24]([N:26]1[C:30]2[CH:31]=[CH:32][CH:33]=[CH:34][C:29]=2[N:28]=[C:27]1[CH:35]([CH2:40][CH2:39][N:42]1[CH:46]=[CH:47][N:55]=[CH:43]1)[NH:8][CH:9]1[C:18]2[N:17]=[CH:16][CH:15]=[CH:14][C:13]=2[CH2:12][CH2:11][CH2:10]1)=[O:25])([CH3:22])([CH3:21])[CH3:20]. (7) Given the reactants F[C:2]1[N:7]=[CH:6][C:5]([C:8]2[N:12]3[CH:13]=[CH:14][CH:15]=[CH:16][C:11]3=[N:10][C:9]=2[C:17]([O:19][CH2:20][CH3:21])=[O:18])=[CH:4][CH:3]=1.[CH3:22][N:23]([CH3:29])[CH:24]1[CH2:28][CH2:27][NH:26][CH2:25]1, predict the reaction product. The product is: [CH3:22][N:23]([CH3:29])[CH:24]1[CH2:28][CH2:27][N:26]([C:2]2[N:7]=[CH:6][C:5]([C:8]3[N:12]4[CH:13]=[CH:14][CH:15]=[CH:16][C:11]4=[N:10][C:9]=3[C:17]([O:19][CH2:20][CH3:21])=[O:18])=[CH:4][CH:3]=2)[CH2:25]1. (8) Given the reactants C[O:2][C:3](=[O:39])[CH2:4][O:5][C:6]1[CH:11]=[CH:10][C:9]([C:12]2[CH:13]=[C:14]3[C:18](=[CH:19][CH:20]=2)[N:17]([CH2:21][C:22]2[CH:27]=[CH:26][CH:25]=[CH:24][CH:23]=2)[C:16]([C:28]2[CH:33]=[CH:32][CH:31]=[CH:30][CH:29]=2)=[C:15]3[CH2:34][CH2:35][CH2:36][CH2:37][CH3:38])=[CH:8][CH:7]=1.[OH-].[K+], predict the reaction product. The product is: [CH2:21]([N:17]1[C:18]2[C:14](=[CH:13][C:12]([C:9]3[CH:10]=[CH:11][C:6]([O:5][CH2:4][C:3]([OH:39])=[O:2])=[CH:7][CH:8]=3)=[CH:20][CH:19]=2)[C:15]([CH2:34][CH2:35][CH2:36][CH2:37][CH3:38])=[C:16]1[C:28]1[CH:29]=[CH:30][CH:31]=[CH:32][CH:33]=1)[C:22]1[CH:23]=[CH:24][CH:25]=[CH:26][CH:27]=1. (9) Given the reactants Br[C:2]1[CH:11]=[C:10]2[C:5]([C:6]([OH:12])=[CH:7][CH:8]=[N:9]2)=[CH:4][CH:3]=1.O1CCOCC1.[CH2:19]([SH:26])[C:20]1[CH:25]=[CH:24][CH:23]=[CH:22][CH:21]=1.CCN(C(C)C)C(C)C, predict the reaction product. The product is: [CH2:19]([S:26][C:2]1[CH:11]=[C:10]2[C:5]([C:6]([OH:12])=[CH:7][CH:8]=[N:9]2)=[CH:4][CH:3]=1)[C:20]1[CH:25]=[CH:24][CH:23]=[CH:22][CH:21]=1.